Dataset: Experimentally validated miRNA-target interactions with 360,000+ pairs, plus equal number of negative samples. Task: Binary Classification. Given a miRNA mature sequence and a target amino acid sequence, predict their likelihood of interaction. (1) The miRNA is hsa-miR-548ay-5p with sequence AAAAGUAAUUGUGGUUUUUGC. The protein sequence of the target gene is MSSSGGAPGASASSAPPAQEEGMTWWYRWLCRLSGVLGAVSCAISGLFNCITIHPLNIAAGVWMIMNAFILLLCEAPFCCQFIEFANTVAEKVDRLRSWQKAVFYCGMAVVPIVISLTLTTLLGNAIAFATGVLYGLSALGKKGDAISYARIQQQRQQADEEKLAETLEGEL. Result: 0 (no interaction). (2) The miRNA is bta-miR-155 with sequence UUAAUGCUAAUCGUGAUAGGGGU. The protein sequence of the target gene is MAQDDKGKKLRRSCVESFVGLSDELKAQLYQCVLLINDAYETIYDPSDLNRVVEDVCIRIMKECSKLGALCGLFTDINMFNLFCFFRASRMRTKGAAGYNVPCAEASQGIIRILTERILFCTEKAFLTAACSGVSLPPAICKLLHEIYTEMKAKCLGAWRRLVCNRRPIMILTSSLLKLYNTYDTAGLLSEQSRALCLLVFQPVYLPRIMAPLEIMTKGQLAPENFYSITGSAEKRRPITTGKVTGLSYPGSGLMPESLILPILEPGLLPASMVDLSDVLAKPAVILSAPALSQFVISKP.... Result: 0 (no interaction). (3) The miRNA is hsa-miR-1238-5p with sequence GUGAGUGGGAGCCCCAGUGUGUG. The protein sequence of the target gene is MAAHRKHVFVEKVLQRLFPPVPSGQGKREPQTLAVQNPPKKVTSEKVSQKHAEPLTDTGSETPTARRLYTASGPPEGYVPCWPEPSSCGSPENASSGDDTEDQDPHDQPKRRRIRKHKSKKKFKNPNNVLIEQAELEKQQSLLQEKSQRQHTDGTTISKNKKRKLKKKQQIKRKKAAGLAAKAAGVSFMYQPEDSSNEGEGVGEACEEDGVDTSEEDPTLAGEEDVKDTREEDGADASEEDLTRARQEEGADASEEDPTPAGEEDVKDAREEDGVDTIEEDLTRAGEEDGKDTREEDGAD.... Result: 0 (no interaction).